Dataset: Catalyst prediction with 721,799 reactions and 888 catalyst types from USPTO. Task: Predict which catalyst facilitates the given reaction. (1) Reactant: [CH:1]1([CH:4]([C:11]2[CH:16]=[C:15]([O:17][CH2:18][C:19]3[CH:24]=[C:23]([O:25][CH2:26][CH:27]([CH3:29])[CH3:28])[C:22]([C:30]4[CH:35]=[C:34]([O:36][CH3:37])[CH:33]=[CH:32][C:31]=4[F:38])=[CH:21][N:20]=3)[N:14]=[CH:13][N:12]=2)[CH2:5][C:6]([O:8]CC)=[O:7])[CH2:3][CH2:2]1.[OH-].[Na+].Cl. Product: [CH:1]1([CH:4]([C:11]2[CH:16]=[C:15]([O:17][CH2:18][C:19]3[CH:24]=[C:23]([O:25][CH2:26][CH:27]([CH3:29])[CH3:28])[C:22]([C:30]4[CH:35]=[C:34]([O:36][CH3:37])[CH:33]=[CH:32][C:31]=4[F:38])=[CH:21][N:20]=3)[N:14]=[CH:13][N:12]=2)[CH2:5][C:6]([OH:8])=[O:7])[CH2:2][CH2:3]1. The catalyst class is: 36. (2) Reactant: [OH:1][C:2]1[CH:11]=[C:10]2[C:5]([C:6](=[O:20])[N:7]([CH2:12][O:13][C:14](=[O:19])[C:15]([CH3:18])([CH3:17])[CH3:16])[CH:8]=[N:9]2)=[CH:4][C:3]=1[O:21][CH3:22].CC1C=CC(S(O[CH2:34][CH2:35][CH:36]2[CH2:41][CH2:40][N:39]([C:42]([O:44][C:45]([CH3:48])([CH3:47])[CH3:46])=[O:43])[CH2:38][CH2:37]2)(=O)=O)=CC=1.C(=O)([O-])[O-].[K+].[K+]. Product: [C:45]([O:44][C:42]([N:39]1[CH2:40][CH2:41][CH:36]([CH2:35][CH2:34][O:1][C:2]2[CH:11]=[C:10]3[C:5]([C:6](=[O:20])[N:7]([CH2:12][O:13][C:14](=[O:19])[C:15]([CH3:16])([CH3:17])[CH3:18])[CH:8]=[N:9]3)=[CH:4][C:3]=2[O:21][CH3:22])[CH2:37][CH2:38]1)=[O:43])([CH3:48])([CH3:47])[CH3:46]. The catalyst class is: 3. (3) Reactant: Cl[C:2]1[CH:7]=[C:6]([C:8]([F:11])([F:10])[F:9])[C:5]([Cl:12])=[CH:4][N:3]=1.O.[NH2:14][NH2:15]. Product: [Cl:12][C:5]1[C:6]([C:8]([F:11])([F:10])[F:9])=[CH:7][C:2]([NH:14][NH2:15])=[N:3][CH:4]=1. The catalyst class is: 32. (4) Reactant: [C:1]([O:5][C:6](=[O:22])[NH:7][C:8]1[C:12]([NH:13][C:14]([O:16][C:17]([CH3:20])([CH3:19])[CH3:18])=[O:15])=[CH:11][S:10][C:9]=1Br)([CH3:4])([CH3:3])[CH3:2].[C:23]1(B(O)O)[CH:28]=[CH:27][CH:26]=[CH:25][CH:24]=1.O.C([O-])([O-])=O.[Na+].[Na+]. Product: [C:17]([O:16][C:14](=[O:15])[NH:13][C:12]1[C:8]([NH:7][C:6]([O:5][C:1]([CH3:4])([CH3:3])[CH3:2])=[O:22])=[C:9]([C:23]2[CH:28]=[CH:27][CH:26]=[CH:25][CH:24]=2)[S:10][CH:11]=1)([CH3:20])([CH3:19])[CH3:18]. The catalyst class is: 837. (5) Reactant: [CH3:1][C:2]([CH3:27])([CH3:26])[CH2:3][CH2:4][N:5]1[CH2:10][CH2:9][N:8]([C:11](=[O:25])[CH2:12][CH2:13][CH2:14][C:15]2[CH:23]=[CH:22][C:18]([C:19](O)=[O:20])=[CH:17][C:16]=2[CH3:24])[CH2:7][CH2:6]1.[C:28]([O:32][C:33]([N:35]1[CH2:41][C:40]2[CH:42]=[CH:43][CH:44]=[CH:45][C:39]=2[NH:38][CH2:37][CH2:36]1)=[O:34])([CH3:31])([CH3:30])[CH3:29].CCN(C(C)C)C(C)C. Product: [C:28]([O:32][C:33]([N:35]1[CH2:41][C:40]2[CH:42]=[CH:43][CH:44]=[CH:45][C:39]=2[N:38]([C:19](=[O:20])[C:18]2[CH:22]=[CH:23][C:15]([CH2:14][CH2:13][CH2:12][C:11]([N:8]3[CH2:9][CH2:10][N:5]([CH2:4][CH2:3][C:2]([CH3:1])([CH3:27])[CH3:26])[CH2:6][CH2:7]3)=[O:25])=[C:16]([CH3:24])[CH:17]=2)[CH2:37][CH2:36]1)=[O:34])([CH3:31])([CH3:29])[CH3:30]. The catalyst class is: 166. (6) Reactant: Cl[C:2]1[N:7]=[CH:6][C:5]([C:8]2[CH:9]=[N:10][C:11](Cl)=[CH:12][CH:13]=2)=[CH:4][CH:3]=1.[NH2:15][CH2:16][CH2:17][SH:18]. Product: [NH2:15][CH2:16][CH2:17][S:18][C:2]1[N:7]=[CH:6][C:5]([C:8]2[CH:9]=[N:10][C:11]([S:18][CH2:17][CH2:16][NH2:15])=[CH:12][CH:13]=2)=[CH:4][CH:3]=1. The catalyst class is: 14. (7) Reactant: [CH:1]([C:4]1[CH:9]=[CH:8][CH:7]=[CH:6][C:5]=1[OH:10])([CH3:3])[CH3:2].[F:11][C:12]1[C:17](F)=[C:16]([F:19])[C:15]([F:20])=[C:14]([F:21])[C:13]=1[F:22].[OH-].[K+].CS(C)=O. Product: [F:11][C:12]1[C:17]([O:10][C:5]2[CH:6]=[CH:7][CH:8]=[CH:9][C:4]=2[CH:1]([CH3:3])[CH3:2])=[C:16]([F:19])[C:15]([F:20])=[C:14]([F:21])[C:13]=1[F:22]. The catalyst class is: 6.